From a dataset of Forward reaction prediction with 1.9M reactions from USPTO patents (1976-2016). Predict the product of the given reaction. (1) The product is: [CH:3]1([CH2:6][O:7][C:8]2[CH:13]=[C:12]([CH2:14][CH2:15][C:16]([OH:18])=[O:17])[CH:11]=[CH:10][C:9]=2[C:20]2[CH:25]=[CH:24][CH:23]=[C:22]([N:26]([CH3:37])[C:27]([NH:29][CH2:30][CH2:31][CH2:32][CH2:33][CH2:34][CH2:35][CH3:36])=[O:28])[CH:21]=2)[CH2:5][CH2:4]1. Given the reactants [OH-].[Na+].[CH:3]1([CH2:6][O:7][C:8]2[CH:13]=[C:12]([CH2:14][CH2:15][C:16]([O:18]C)=[O:17])[CH:11]=[CH:10][C:9]=2[C:20]2[CH:25]=[CH:24][CH:23]=[C:22]([N:26]([CH3:37])[C:27]([NH:29][CH2:30][CH2:31][CH2:32][CH2:33][CH2:34][CH2:35][CH3:36])=[O:28])[CH:21]=2)[CH2:5][CH2:4]1, predict the reaction product. (2) Given the reactants [F:1][C:2]([F:19])([F:18])[C:3]1[NH:4][C:5]2[C:10]([CH:11]=1)=[C:9]([C:12]([F:15])([F:14])[F:13])[C:8]([C:16]#[N:17])=[CH:7][CH:6]=2.C([O-])([O-])=O.[Cs+].[Cs+].Cl[CH2:27][C:28]1[N:32]=[C:31]([C:33]2[CH:38]=[CH:37][CH:36]=[C:35]([C:39]([F:42])([F:41])[F:40])[CH:34]=2)[O:30][N:29]=1.CC#N, predict the reaction product. The product is: [F:19][C:2]([F:1])([F:18])[C:3]1[N:4]([CH2:27][C:28]2[N:32]=[C:31]([C:33]3[CH:38]=[CH:37][CH:36]=[C:35]([C:39]([F:42])([F:40])[F:41])[CH:34]=3)[O:30][N:29]=2)[C:5]2[C:10]([CH:11]=1)=[C:9]([C:12]([F:14])([F:15])[F:13])[C:8]([C:16]#[N:17])=[CH:7][CH:6]=2. (3) Given the reactants [CH:1]([O:4][C:5]1[CH:10]=[CH:9][C:8](C(C)C([O-])=O)=[C:7]([O:16][CH2:17][C:18]2[CH:23]=[CH:22][C:21]([C:24]([F:27])([F:26])[F:25])=[CH:20][CH:19]=2)[CH:6]=1)([CH3:3])[CH3:2].[H-].[Al+3].[Li+].[H-].[H-].[H-].O.O.O.O.O.O.O.O.O.O.S([O-])([O-])(=O)=O.[Na+].[Na+].[O:51]1C[CH2:54][CH2:53][CH2:52]1, predict the reaction product. The product is: [CH:1]([O:4][C:5]1[CH:10]=[CH:9][C:8]([CH2:54][CH2:53][CH2:52][OH:51])=[C:7]([O:16][CH2:17][C:18]2[CH:23]=[CH:22][C:21]([C:24]([F:25])([F:26])[F:27])=[CH:20][CH:19]=2)[CH:6]=1)([CH3:2])[CH3:3]. (4) Given the reactants [CH2:1]([O:8][C:9]([NH:11][C@H:12]([C:17]([OH:19])=O)[CH2:13][CH2:14][S:15][CH3:16])=[O:10])[C:2]1[CH:7]=[CH:6][CH:5]=[CH:4][CH:3]=1.[C:20]([O:24][C:25](=[O:32])[C@H:26]([CH2:28][CH:29]([CH3:31])[CH3:30])[NH2:27])([CH3:23])([CH3:22])[CH3:21], predict the reaction product. The product is: [CH2:1]([O:8][C:9]([NH:11][C@H:12]([C:17]([NH:27][C@H:26]([C:25]([O:24][C:20]([CH3:22])([CH3:21])[CH3:23])=[O:32])[CH2:28][CH:29]([CH3:31])[CH3:30])=[O:19])[CH2:13][CH2:14][S:15][CH3:16])=[O:10])[C:2]1[CH:3]=[CH:4][CH:5]=[CH:6][CH:7]=1.